This data is from Forward reaction prediction with 1.9M reactions from USPTO patents (1976-2016). The task is: Predict the product of the given reaction. (1) Given the reactants [CH:1]1[CH:2]=[CH:3][C:4]2[NH:15][C:14]3[CH:13]=[CH:12][CH:11]=[CH:10][C:9]=3[CH:8]=[CH:7][C:5]=2[CH:6]=1.O=[CH:17][CH2:18][CH2:19][CH2:20][CH2:21][CH2:22][NH:23][C:24](=[O:30])[O:25][C:26]([CH3:29])([CH3:28])[CH3:27].C([Sn](Cl)(Cl)CCCC)CCC.C1([SiH](C2C=CC=CC=2)C2C=CC=CC=2)C=CC=CC=1, predict the reaction product. The product is: [CH:10]1[C:9]2[CH:8]=[CH:7][C:5]3[CH:6]=[CH:1][CH:2]=[CH:3][C:4]=3[N:15]([CH2:17][CH2:18][CH2:19][CH2:20][CH2:21][CH2:22][NH:23][C:24](=[O:30])[O:25][C:26]([CH3:29])([CH3:28])[CH3:27])[C:14]=2[CH:13]=[CH:12][CH:11]=1. (2) Given the reactants [C:1]([C:4]1[CH:20]=[CH:19][C:7]([O:8][C:9]2[CH:10]=[CH:11][C:12]3[B:16]([OH:17])[O:15][CH2:14][C:13]=3[CH:18]=2)=[C:6]([OH:21])[CH:5]=1)([OH:3])=[O:2].S(=O)(=O)(O)O.O.[CH2:28](O)[CH3:29], predict the reaction product. The product is: [CH2:28]([O:2][C:1]([C:4]1[CH:20]=[CH:19][C:7]([O:8][C:9]2[CH:10]=[CH:11][C:12]3[B:16]([OH:17])[O:15][CH2:14][C:13]=3[CH:18]=2)=[C:6]([OH:21])[CH:5]=1)=[O:3])[CH3:29]. (3) Given the reactants [CH2:1]([O:8][C:9](=[O:22])[NH:10][C:11]1[CH:16]=[CH:15][C:14]([C:17]([CH3:20])([CH3:19])[CH3:18])=[C:13]([NH2:21])[CH:12]=1)[C:2]1[CH:7]=[CH:6][CH:5]=[CH:4][CH:3]=1.N1C=CC=CC=1.[C:29](OC=O)(=[O:31])C, predict the reaction product. The product is: [CH2:1]([O:8][C:9](=[O:22])[NH:10][C:11]1[CH:16]=[CH:15][C:14]([C:17]([CH3:18])([CH3:19])[CH3:20])=[C:13]([NH:21][CH:29]=[O:31])[CH:12]=1)[C:2]1[CH:7]=[CH:6][CH:5]=[CH:4][CH:3]=1. (4) Given the reactants [Cl:1][C:2]1[CH:7]=[C:6]([CH2:8][OH:9])[CH:5]=[CH:4][C:3]=1[C:10]1[CH:15]=[CH:14][CH:13]=[C:12]([C:16]([NH2:18])=[O:17])[CH:11]=1, predict the reaction product. The product is: [Cl:1][C:2]1[CH:7]=[C:6]([CH:8]=[O:9])[CH:5]=[CH:4][C:3]=1[C:10]1[CH:15]=[CH:14][CH:13]=[C:12]([C:16]([NH2:18])=[O:17])[CH:11]=1. (5) Given the reactants [F:1][C:2]1[CH:10]=[C:9]2[C:5]([CH:6]=[CH:7][NH:8]2)=[CH:4][CH:3]=1.[H-].[Na+].I[CH3:14], predict the reaction product. The product is: [F:1][C:2]1[CH:10]=[C:9]2[C:5]([CH:6]=[CH:7][N:8]2[CH3:14])=[CH:4][CH:3]=1. (6) Given the reactants [CH:1]([C:4]1[CH:9]=[CH:8][CH:7]=[C:6]([CH:10]([CH3:12])[CH3:11])[C:5]=1[N:13]1[C:35](=[O:36])[C:32]2[C:33]3[C:34]4[C:29](=[C:30](Br)[CH:31]=2)[C:28]2[C:38]5[C:24]([C:25](Br)=[CH:26][CH:27]=2)=[CH:23][CH:22]=[CH:21][C:20]=5[C:19]=4[C:18](Br)=[CH:17][C:16]=3[C:14]1=[O:15])([CH3:3])[CH3:2].[C:41]([C:45]1[CH:50]=[CH:49][C:48]([OH:51])=[CH:47][CH:46]=1)([CH3:44])([CH3:43])[CH3:42].[C:52](=[O:55])([O-])[O-].[K+].[K+].Cl, predict the reaction product. The product is: [CH:1]([C:4]1[CH:9]=[CH:8][CH:7]=[C:6]([CH:10]([CH3:12])[CH3:11])[C:5]=1[N:13]1[C:35](=[O:36])[C:32]2[C:33]3[C:34]4[C:29](=[C:30]([O:51][C:48]5[CH:47]=[CH:46][C:45]([C:41]([CH3:44])([CH3:42])[CH3:43])=[CH:50][CH:49]=5)[CH:31]=2)[C:28]2[C:38]5[C:24]([C:25]([O:51][C:48]6[CH:47]=[CH:46][C:45]([C:41]([CH3:44])([CH3:42])[CH3:43])=[CH:50][CH:49]=6)=[CH:26][CH:27]=2)=[CH:23][CH:22]=[CH:21][C:20]=5[C:19]=4[C:18]([O:55][C:52]2[CH:49]=[CH:50][C:45]([C:41]([CH3:44])([CH3:43])[CH3:42])=[CH:46][CH:47]=2)=[CH:17][C:16]=3[C:14]1=[O:15])([CH3:3])[CH3:2].